This data is from Full USPTO retrosynthesis dataset with 1.9M reactions from patents (1976-2016). The task is: Predict the reactants needed to synthesize the given product. (1) Given the product [NH2:23][CH2:22][C:21]1[CH:31]=[CH:32][C:18]([C:17]2[C:12]3[CH:11]=[C:10]([C:8]4[CH:7]=[N:6][N:5]([CH2:4][CH2:3][N:2]([CH3:1])[CH3:35])[CH:9]=4)[NH:34][C:13]=3[N:14]=[CH:15][N:16]=2)=[CH:19][C:20]=1[F:33], predict the reactants needed to synthesize it. The reactants are: [CH3:1][N:2]([CH3:35])[CH2:3][CH2:4][N:5]1[CH:9]=[C:8]([C:10]2[NH:34][C:13]3[N:14]=[CH:15][N:16]=[C:17]([C:18]4[CH:32]=[CH:31][C:21]([CH2:22][NH:23]C(=O)OC(C)(C)C)=[C:20]([F:33])[CH:19]=4)[C:12]=3[CH:11]=2)[CH:7]=[N:6]1.C(O)(C(F)(F)F)=O. (2) The reactants are: [CH2:1]([O:3][C:4]([C@@H:6]1[C@H:8]([C:9]2[CH:14]=[CH:13][CH:12]=[CH:11][CH:10]=2)[C@H:7]1[C:15]1[CH:20]=[CH:19][CH:18]=[CH:17][C:16]=1Br)=[O:5])[CH3:2].[CH3:22]B1OB(C)OB(C)O1.C(=O)([O-])[O-].[Cs+].[Cs+]. Given the product [CH2:1]([O:3][C:4]([C@H:6]1[C@H:7]([C:15]2[CH:20]=[CH:19][CH:18]=[CH:17][C:16]=2[CH3:22])[C@H:8]1[C:9]1[CH:10]=[CH:11][CH:12]=[CH:13][CH:14]=1)=[O:5])[CH3:2], predict the reactants needed to synthesize it.